Dataset: Reaction yield outcomes from USPTO patents with 853,638 reactions. Task: Predict the reaction yield, written as a fraction of the theoretical maximum amount of product (1.0 means a 100% yield; for example, 0.34 means a 34% yield). (1) The reactants are [H-].[Na+].[CH3:3][C:4]1[C:12]2[N:11]=[C:10]([CH2:13][CH2:14][CH3:15])[NH:9][C:8]=2[CH:7]=[C:6]([C:16]2[CH:21]=[CH:20][CH:19]=[CH:18][CH:17]=2)[CH:5]=1.[CH3:22][CH2:23][O:24][C:25]([CH2:27]Br)=[O:26]. The catalyst is C1COCC1. The product is [CH3:3][C:4]1[C:12]2[N:11]=[C:10]([CH2:13][CH2:14][CH3:15])[N:9]([CH2:27][C:25]([O:24][CH2:23][CH3:22])=[O:26])[C:8]=2[CH:7]=[C:6]([C:16]2[CH:21]=[CH:20][CH:19]=[CH:18][CH:17]=2)[CH:5]=1. The yield is 0.900. (2) The catalyst is C(OCC)(=O)C.CC(O)C. The reactants are [F:1][C:2]1[C:3]([CH2:24][N:25](C)[C:26](=O)OC(C)(C)C)=[CH:4][N:5]([S:14]([C:17]2[CH:22]=[CH:21][C:20]([F:23])=[CH:19][N:18]=2)(=[O:16])=[O:15])[C:6]=1[C:7]1[C:8]([F:13])=[N:9][CH:10]=[CH:11][CH:12]=1.C(OCC)(=O)C.[ClH:40]. The yield is 0.510. The product is [ClH:40].[F:1][C:2]1[C:3]([CH2:24][NH:25][CH3:26])=[CH:4][N:5]([S:14]([C:17]2[CH:22]=[CH:21][C:20]([F:23])=[CH:19][N:18]=2)(=[O:15])=[O:16])[C:6]=1[C:7]1[C:8]([F:13])=[N:9][CH:10]=[CH:11][CH:12]=1.